Task: Predict the product of the given reaction.. Dataset: Forward reaction prediction with 1.9M reactions from USPTO patents (1976-2016) (1) Given the reactants Br[C:2]1[CH:10]=[C:9]([CH:11]([O:13][CH2:14][C:15]2([C:28]3[CH:33]=[CH:32][C:31]([F:34])=[CH:30][CH:29]=3)[CH2:20][CH2:19][N:18]([C:21]([O:23][C:24]([CH3:27])([CH3:26])[CH3:25])=[O:22])[CH2:17][CH2:16]2)[CH3:12])[C:8]2[C:4](=[CH:5][N:6]([CH2:35][O:36][CH2:37][CH2:38][Si:39]([CH3:42])([CH3:41])[CH3:40])[N:7]=2)[CH:3]=1.CC(C)([O-])C.[Na+].C(N1CCN2CCN(CC(C)C)P1N(CC(C)C)CC2)C(C)C.[NH:72]1[CH2:77][CH2:76][O:75][CH2:74][CH2:73]1, predict the reaction product. The product is: [F:34][C:31]1[CH:32]=[CH:33][C:28]([C:15]2([CH2:14][O:13][CH:11]([C:9]3[C:8]4[C:4](=[CH:5][N:6]([CH2:35][O:36][CH2:37][CH2:38][Si:39]([CH3:42])([CH3:41])[CH3:40])[N:7]=4)[CH:3]=[C:2]([N:72]4[CH2:77][CH2:76][O:75][CH2:74][CH2:73]4)[CH:10]=3)[CH3:12])[CH2:20][CH2:19][N:18]([C:21]([O:23][C:24]([CH3:27])([CH3:26])[CH3:25])=[O:22])[CH2:17][CH2:16]2)=[CH:29][CH:30]=1. (2) The product is: [CH3:1][C:2]1([C:5](=[O:7])[CH2:6][C:18]([O:19][CH3:20])=[O:21])[CH2:4][CH2:3]1. Given the reactants [CH3:1][C:2]1([C:5](=[O:7])[CH3:6])[CH2:4][CH2:3]1.[Li+].C[Si]([N-][Si](C)(C)C)(C)C.[C:18](=O)([O:21]C)[O:19][CH3:20], predict the reaction product.